From a dataset of Reaction yield outcomes from USPTO patents with 853,638 reactions. Predict the reaction yield, written as a fraction of the theoretical maximum amount of product (1.0 means a 100% yield; for example, 0.34 means a 34% yield). The reactants are [CH2:1]([OH:4])[C:2]#[CH:3].[Li]CCCC.[F:10][CH:11]([F:31])[O:12][C:13]1[CH:18]=[CH:17][C:16]([C:19](=[O:30])[C:20]([C:22]2[CH:23]=[C:24]([CH:27]=[CH:28][CH:29]=2)[CH:25]=[O:26])=[O:21])=[CH:15][CH:14]=1. The catalyst is C1COCC1.COCCOC. The product is [F:10][CH:11]([F:31])[O:12][C:13]1[CH:18]=[CH:17][C:16]([C:19](=[O:30])[C:20]([C:22]2[CH:29]=[CH:28][CH:27]=[C:24]([CH:25]([OH:26])[C:3]#[C:2][CH2:1][OH:4])[CH:23]=2)=[O:21])=[CH:15][CH:14]=1. The yield is 0.290.